This data is from Reaction yield outcomes from USPTO patents with 853,638 reactions. The task is: Predict the reaction yield, written as a fraction of the theoretical maximum amount of product (1.0 means a 100% yield; for example, 0.34 means a 34% yield). (1) The reactants are [N:1]1([C:25]([O:27][C:28]([CH3:31])([CH3:30])[CH3:29])=[O:26])[CH2:6][CH2:5][N:4](C(OCC2C=CC=CC=2)=O)[CH2:3][C@H:2]1[C:17]([O:19][CH:20]1[CH2:24][CH2:23][CH2:22][CH2:21]1)=[O:18]. The catalyst is CCOC(C)=O.[Pd]. The product is [N:1]1([C:25]([O:27][C:28]([CH3:31])([CH3:30])[CH3:29])=[O:26])[CH2:6][CH2:5][NH:4][CH2:3][C@H:2]1[C:17]([O:19][CH:20]1[CH2:24][CH2:23][CH2:22][CH2:21]1)=[O:18]. The yield is 0.900. (2) The reactants are [NH2:1][C:2]1[CH:36]=[CH:35][C:5]([CH2:6][N:7]([CH2:14][C:15]2[CH:34]=[CH:33][C:18](/[CH:19]=[CH:20]/[C@@H:21]3[CH2:25][CH2:24][CH2:23][N:22]3[C:26]([O:28][C:29]([CH3:32])([CH3:31])[CH3:30])=[O:27])=[CH:17][CH:16]=2)[C:8]2[CH:13]=[CH:12][CH:11]=[CH:10][CH:9]=2)=[CH:4][CH:3]=1.[C:37]([O:41][C:42]([N:44]1[CH2:48][CH2:47][CH2:46][C@H:45]1[C:49](O)=[O:50])=[O:43])([CH3:40])([CH3:39])[CH3:38]. No catalyst specified. The yield is 0.230. The product is [C:29]([O:28][C:26]([N:22]1[CH2:23][CH2:24][CH2:25][C@H:21]1/[CH:20]=[CH:19]/[C:18]1[CH:33]=[CH:34][C:15]([CH2:14][N:7]([CH2:6][C:5]2[CH:35]=[CH:36][C:2]([NH:1][C:49]([C@@H:45]3[CH2:46][CH2:47][CH2:48][N:44]3[C:42]([O:41][C:37]([CH3:40])([CH3:39])[CH3:38])=[O:43])=[O:50])=[CH:3][CH:4]=2)[C:8]2[CH:9]=[CH:10][CH:11]=[CH:12][CH:13]=2)=[CH:16][CH:17]=1)=[O:27])([CH3:31])([CH3:32])[CH3:30]. (3) The reactants are CC1(C)COB([C:8]2[CH:9]=[CH:10][C:11]([F:23])=[C:12]([C:14]3[C:15]([C:21]#[N:22])=[CH:16][C:17]([F:20])=[CH:18][CH:19]=3)[CH:13]=2)OC1.Br[C:26]1[N:30]2[N:31]=[CH:32][C:33]([C:35]([OH:38])([CH3:37])[CH3:36])=[N:34][C:29]2=[N:28][CH:27]=1. No catalyst specified. The product is [F:20][C:17]1[CH:16]=[C:15]([C:21]#[N:22])[C:14]([C:12]2[CH:13]=[C:8]([C:26]3[N:30]4[N:31]=[CH:32][C:33]([C:35]([OH:38])([CH3:36])[CH3:37])=[N:34][C:29]4=[N:28][CH:27]=3)[CH:9]=[CH:10][C:11]=2[F:23])=[CH:19][CH:18]=1. The yield is 0.540. (4) The catalyst is C1(C)C=CC=CC=1.C1C=CC(/C=C/C(/C=C/C2C=CC=CC=2)=O)=CC=1.C1C=CC(/C=C/C(/C=C/C2C=CC=CC=2)=O)=CC=1.C1C=CC(/C=C/C(/C=C/C2C=CC=CC=2)=O)=CC=1.[Pd].[Pd].C1C=CC(P(C2C(C3C(P(C4C=CC=CC=4)C4C=CC=CC=4)=CC=C4C=3C=CC=C4)=C3C(C=CC=C3)=CC=2)C2C=CC=CC=2)=CC=1. The reactants are Br[C:2]1[CH:3]=[C:4]([CH:10]2[O:14]CCO2)[CH:5]=[CH:6][C:7]=1[O:8][CH3:9].[CH2:15]([NH2:17])[CH3:16].CC(C)([O-])C.[Na+].Cl. The product is [CH2:15]([NH:17][C:2]1[CH:3]=[C:4]([CH:5]=[CH:6][C:7]=1[O:8][CH3:9])[CH:10]=[O:14])[CH3:16]. The yield is 0.630. (5) The reactants are [CH2:1]([O:3][C:4]([C:6]1[C:11]([CH:12]([CH3:14])[CH3:13])=[CH:10][C:9](=O)[NH:8][C:7]=1[CH:16]([CH3:18])[CH3:17])=[O:5])[CH3:2].O=P(Cl)(Cl)[Cl:21]. No catalyst specified. The product is [CH2:1]([O:3][C:4]([C:6]1[C:7]([CH:16]([CH3:18])[CH3:17])=[N:8][C:9]([Cl:21])=[CH:10][C:11]=1[CH:12]([CH3:14])[CH3:13])=[O:5])[CH3:2]. The yield is 0.850. (6) The product is [C:1]([C:4]1[C:33]2=[N:34][C:30]3=[CH:31][N:32]2[C:7]([N:8]2[CH2:9][CH2:10][C:11]([CH3:40])([O:12][CH2:13][CH2:14][CH2:15][CH2:16][C@H:17]([CH3:37])[O:18][C:19]4[CH:20]=[CH:21][C:22]([F:36])=[CH:23][C:24]=4[C:25]4[CH:35]=[C:29]3[CH:28]=[CH:27][CH:26]=4)[CH2:38][CH2:39]2)=[C:6]([C@H:41]([O:46][C:47]([CH3:50])([CH3:49])[CH3:48])[C:42]([OH:44])=[O:43])[C:5]=1[CH3:51])(=[O:3])[CH3:2]. The reactants are [C:1]([C:4]1[C:33]2=[N:34][C:30]3=[CH:31][N:32]2[C:7]([N:8]2[CH2:39][CH2:38][C:11]([CH3:40])([O:12][CH2:13][CH2:14][CH2:15][CH2:16][C@H:17]([CH3:37])[O:18][C:19]4[CH:20]=[CH:21][C:22]([F:36])=[CH:23][C:24]=4[C:25]4[CH:35]=[C:29]3[CH:28]=[CH:27][CH:26]=4)[CH2:10][CH2:9]2)=[C:6]([C@H:41]([O:46][C:47]([CH3:50])([CH3:49])[CH3:48])[C:42]([O:44]C)=[O:43])[C:5]=1[CH3:51])(=[O:3])[CH3:2].C(O[C@@H](C1C(C)=CC2=NC3=C(Cl)N2C=1N1CCC(C)(OCCCC[C@H](C)OC2C=CC(C)=CC=2C2C=C3C=CC=2)CC1)C(O)=O)(C)(C)C. The yield is 0.0430. No catalyst specified.